Dataset: Forward reaction prediction with 1.9M reactions from USPTO patents (1976-2016). Task: Predict the product of the given reaction. Given the reactants F[C:2]1[CH:7]=[CH:6][C:5]([F:8])=[CH:4][C:3]=1[N+:9]([O-:11])=[O:10].[CH2:12]([N:19]1[CH2:24][CH2:23][CH:22]([NH2:25])[CH2:21][CH2:20]1)[C:13]1[CH:18]=[CH:17][CH:16]=[CH:15][CH:14]=1, predict the reaction product. The product is: [CH2:12]([N:19]1[CH2:24][CH2:23][CH:22]([NH:25][C:2]2[CH:7]=[CH:6][C:5]([F:8])=[CH:4][C:3]=2[N+:9]([O-:11])=[O:10])[CH2:21][CH2:20]1)[C:13]1[CH:14]=[CH:15][CH:16]=[CH:17][CH:18]=1.